Dataset: Full USPTO retrosynthesis dataset with 1.9M reactions from patents (1976-2016). Task: Predict the reactants needed to synthesize the given product. (1) Given the product [C:9]1([CH3:8])[CH:16]=[CH:15][CH:14]=[CH:13][C:10]=1[CH2:11][NH:12][CH:3]=[CH:4][C:5](=[O:7])[CH3:6], predict the reactants needed to synthesize it. The reactants are: CO[CH:3]=[CH:4][C:5](=[O:7])[CH3:6].[CH3:8][C:9]1[CH:16]=[CH:15][CH:14]=[CH:13][C:10]=1[CH2:11][NH2:12]. (2) Given the product [CH2:37]([O:38][C:32](=[O:33])[C:13]([CH3:14])([CH3:15])[CH2:18][CH2:19][CH2:20][O:21][CH2:22][CH2:23][CH2:24][C:2]([C:1]([O:6][CH2:7][CH3:8])=[O:5])([CH3:4])[CH3:3])[CH3:36], predict the reactants needed to synthesize it. The reactants are: [C:1]([O:6][CH2:7][CH3:8])(=[O:5])[CH:2]([CH3:4])[CH3:3].C([N-][CH:13]([CH3:15])[CH3:14])(C)C.[Li+].Br[CH2:18][CH2:19][CH2:20][O:21][CH2:22][CH2:23][CH2:24]Br.CN1[C:32](=[O:33])N(C)CCC1.C1C[O:38][CH2:37][CH2:36]1. (3) Given the product [NH2:1][C:4]1[CH:9]=[CH:8][CH:7]=[CH:6][C:5]=1[CH2:10][C:11]([NH:13][CH:14]1[CH2:19][CH2:18][N:17]([CH2:20][C:21]2[CH:26]=[CH:25][CH:24]=[CH:23][CH:22]=2)[CH2:16][CH2:15]1)=[O:12], predict the reactants needed to synthesize it. The reactants are: [N+:1]([C:4]1[CH:9]=[CH:8][CH:7]=[CH:6][C:5]=1[CH2:10][C:11]([NH:13][CH:14]1[CH2:19][CH2:18][N:17]([CH2:20][C:21]2[CH:26]=[CH:25][CH:24]=[CH:23][CH:22]=2)[CH2:16][CH2:15]1)=[O:12])([O-])=O. (4) The reactants are: F[C:2]1[CH:3]=[CH:4][CH:5]=[C:6]2[C:11]=1[CH:10]=[N:9][C:8]([OH:12])=[CH:7]2.[CH3:13][O-:14].[Na+]. Given the product [CH3:13][O:14][C:2]1[CH:3]=[CH:4][CH:5]=[C:6]2[C:11]=1[CH:10]=[N:9][C:8]([OH:12])=[CH:7]2, predict the reactants needed to synthesize it. (5) Given the product [CH:1]1([CH2:6][CH:7]([N:11]2[C:19]3[C:14](=[CH:15][CH:16]=[CH:17][CH:18]=3)[C:13](=[O:20])[C:12]2=[O:21])[C:8]([NH:28][C:25]2[CH:26]=[CH:27][N:23]([CH3:22])[N:24]=2)=[O:9])[CH2:2][CH2:3][CH2:4][CH2:5]1, predict the reactants needed to synthesize it. The reactants are: [CH:1]1([CH2:6][CH:7]([N:11]2[C:19]3[C:14](=[CH:15][CH:16]=[CH:17][CH:18]=3)[C:13](=[O:20])[C:12]2=[O:21])[C:8](O)=[O:9])[CH2:5][CH2:4][CH2:3][CH2:2]1.[CH3:22][N:23]1[CH:27]=[CH:26][C:25]([NH2:28])=[N:24]1.C(N(CC)C(C)C)(C)C.F[P-](F)(F)(F)(F)F.N1(O[P+](N(C)C)(N(C)C)N(C)C)C2C=CC=CC=2N=N1. (6) Given the product [NH2:1][C:4]1[C:5]([F:13])=[C:6]([CH:9]=[CH:10][C:11]=1[F:12])[CH2:7][NH2:8].[ClH:14], predict the reactants needed to synthesize it. The reactants are: [N+:1]([C:4]1[C:5]([F:13])=[C:6]([CH:9]=[CH:10][C:11]=1[F:12])[C:7]#[N:8])([O-])=O.[ClH:14]. (7) Given the product [ClH:35].[O:33]=[C:9]1[CH:10]=[C:11]([C:14]2[C:23]3[C:18](=[CH:19][C:20]([O:29][CH3:30])=[C:21]4[O:26][C:25]([CH3:28])([CH3:27])[CH2:24][C:22]4=3)[CH2:17][C:16]([CH3:31])([CH3:32])[N:15]=2)[CH:12]=[CH:13][N:8]1[CH2:7][C:6]([OH:34])=[O:5], predict the reactants needed to synthesize it. The reactants are: CC([O:5][C:6](=[O:34])[CH2:7][N:8]1[CH:13]=[CH:12][C:11]([C:14]2[C:23]3[C:18](=[CH:19][C:20]([O:29][CH3:30])=[C:21]4[O:26][C:25]([CH3:28])([CH3:27])[CH2:24][C:22]4=3)[CH2:17][C:16]([CH3:32])([CH3:31])[N:15]=2)=[CH:10][C:9]1=[O:33])(C)C.[ClH:35].